From a dataset of Reaction yield outcomes from USPTO patents with 853,638 reactions. Predict the reaction yield, written as a fraction of the theoretical maximum amount of product (1.0 means a 100% yield; for example, 0.34 means a 34% yield). (1) The catalyst is C1COCC1. The product is [CH:31]([NH:34][C:35]1[CH:36]=[C:37]([NH:45][C:21]([NH:20][C:17]2[CH:18]=[CH:19][C:14]([O:13][C:9]3[N:10]=[CH:11][N:12]=[C:7]([NH:6][C:4]([CH:1]4[CH2:2][CH2:3]4)=[O:5])[CH:8]=3)=[CH:15][C:16]=2[CH3:30])=[O:22])[CH:38]=[C:39]([C:41]([F:43])([F:44])[F:42])[CH:40]=1)([CH3:33])[CH3:32]. The yield is 0.830. The reactants are [CH:1]1([C:4]([NH:6][C:7]2[N:12]=[CH:11][N:10]=[C:9]([O:13][C:14]3[CH:19]=[CH:18][C:17]([NH:20][C:21](=O)[O:22]C4C=CC=CC=4)=[C:16]([CH3:30])[CH:15]=3)[CH:8]=2)=[O:5])[CH2:3][CH2:2]1.[CH:31]([NH:34][C:35]1[CH:40]=[C:39]([C:41]([F:44])([F:43])[F:42])[CH:38]=[C:37]([NH2:45])[CH:36]=1)([CH3:33])[CH3:32].CCN(C(C)C)C(C)C. (2) The product is [C:27]([OH:34])(=[O:33])/[CH:28]=[CH:29]/[C:30]([OH:32])=[O:31].[CH3:20][O:19][C:4]1[C:3]([CH2:1][NH:24][CH3:23])=[CH:18][CH:17]=[CH:16][C:5]=1[O:6][C:7]1[N:14]=[C:13]([CH3:15])[CH:12]=[CH:11][C:8]=1[C:9]#[N:10]. The yield is 0.400. The reactants are [CH:1]([C:3]1[C:4]([O:19][CH3:20])=[C:5]([CH:16]=[CH:17][CH:18]=1)[O:6][C:7]1[N:14]=[C:13]([CH3:15])[CH:12]=[CH:11][C:8]=1[C:9]#[N:10])=O.CN.[C:23]([BH3-])#[N:24].[Na+].[C:27]([OH:34])(=[O:33])/[CH:28]=[CH:29]/[C:30]([OH:32])=[O:31]. The catalyst is C(O)(=O)C.CO. (3) The reactants are [CH2:1]([O:4][N:5]([C@H:18]1[C:23]([CH2:24][O:25][CH3:26])=[CH:22][CH:21]([CH2:27][O:28][Si:29]([C:32]([CH3:35])([CH3:34])[CH3:33])([CH3:31])[CH3:30])[NH:20][CH2:19]1)S(C1C=CC=CC=1[N+]([O-])=O)(=O)=O)[CH:2]=[CH2:3].C([O-])([O-])=O.[K+].[K+].C1(S)C=CC=CC=1. The catalyst is C(#N)C. The product is [CH2:1]([O:4][NH:5][C@H:18]1[C:23]([CH2:24][O:25][CH3:26])=[CH:22][CH:21]([CH2:27][O:28][Si:29]([C:32]([CH3:35])([CH3:34])[CH3:33])([CH3:30])[CH3:31])[NH:20][CH2:19]1)[CH:2]=[CH2:3]. The yield is 0.630. (4) The reactants are [F:1][C:2]1[CH:3]=[C:4]([OH:11])[CH:5]=[CH:6][C:7]=1[N+:8]([O-])=O.C(O[K])=O. The catalyst is C1COCC1.O.[Pd]. The product is [NH2:8][C:7]1[CH:6]=[CH:5][C:4]([OH:11])=[CH:3][C:2]=1[F:1]. The yield is 0.723. (5) The reactants are [F:1][C:2]1([F:33])[O:6][C:5]2[CH:7]=[CH:8][C:9]([C:11]3([C:14]([NH:16][C@H:17]4[CH2:22][CH2:21][O:20][C@@H:19]([C:23]5[CH:32]=[CH:31][C:26]([C:27]([O:29]C)=[O:28])=[CH:25][CH:24]=5)[CH2:18]4)=[O:15])[CH2:13][CH2:12]3)=[CH:10][C:4]=2[O:3]1.[OH-].[Na+]. The catalyst is C(O)C. The product is [F:33][C:2]1([F:1])[O:6][C:5]2[CH:7]=[CH:8][C:9]([C:11]3([C:14]([NH:16][C@H:17]4[CH2:22][CH2:21][O:20][C@@H:19]([C:23]5[CH:24]=[CH:25][C:26]([C:27]([OH:29])=[O:28])=[CH:31][CH:32]=5)[CH2:18]4)=[O:15])[CH2:13][CH2:12]3)=[CH:10][C:4]=2[O:3]1. The yield is 0.810. (6) The reactants are Br[C:2]1[C:3]2[CH2:10][CH2:9][CH:8]([NH:11][C:12](=[O:15])[CH2:13][CH3:14])[C:4]=2[CH:5]=[N:6][CH:7]=1.[F:16][C:17]([F:28])([F:27])[C:18]1[CH:23]=[CH:22][C:21](B(O)O)=[CH:20][CH:19]=1. No catalyst specified. The product is [F:16][C:17]([F:28])([F:27])[C:18]1[CH:23]=[CH:22][C:21]([C:2]2[C:3]3[CH2:10][CH2:9][CH:8]([NH:11][C:12](=[O:15])[CH2:13][CH3:14])[C:4]=3[CH:5]=[N:6][CH:7]=2)=[CH:20][CH:19]=1. The yield is 0.870.